This data is from Full USPTO retrosynthesis dataset with 1.9M reactions from patents (1976-2016). The task is: Predict the reactants needed to synthesize the given product. (1) Given the product [F:34][C:33]([F:36])([F:35])[C:30]1[N:29]=[N:28][C:27]([NH:1][CH2:2][C@@H:3]2[CH2:9][C@@H:8]3[C@@H:6]([CH2:7]3)[CH2:5][N:4]2[C:10]([O:12][C:13]([CH3:16])([CH3:15])[CH3:14])=[O:11])=[CH:32][CH:31]=1, predict the reactants needed to synthesize it. The reactants are: [NH2:1][CH2:2][C@@H:3]1[CH2:9][C@@H:8]2[C@@H:6]([CH2:7]2)[CH2:5][N:4]1[C:10]([O:12][C:13]([CH3:16])([CH3:15])[CH3:14])=[O:11].CCN(C(C)C)C(C)C.Cl[C:27]1[N:28]=[N:29][C:30]([C:33]([F:36])([F:35])[F:34])=[CH:31][CH:32]=1.C([O-])(O)=O.[Na+]. (2) Given the product [ClH:16].[CH:1]1([C@@H:4]([NH2:9])[C:5]([F:8])([F:7])[F:6])[CH2:3][CH2:2]1, predict the reactants needed to synthesize it. The reactants are: [CH:1]1([C@@H:4]([NH:9][S@](C(C)(C)C)=O)[C:5]([F:8])([F:7])[F:6])[CH2:3][CH2:2]1.[ClH:16]. (3) Given the product [CH:17]1([CH2:16][C@H:11]([NH:10][C:8](=[O:9])[O:7][C:3]([CH3:5])([CH3:4])[CH3:6])[CH2:12][OH:13])[CH2:19][CH2:18]1, predict the reactants needed to synthesize it. The reactants are: [BH4-].[Na+].[C:3]([O:7][C:8]([NH:10][C@@H:11]([CH2:16][CH:17]1[CH2:19][CH2:18]1)[C:12](OC)=[O:13])=[O:9])([CH3:6])([CH3:5])[CH3:4].O. (4) Given the product [CH2:1]([O:5][C:6]([C:8]1[N:9]=[C:10]([CH:33]=[CH2:34])[C:11]2[C:16]([C:17]=1[OH:18])=[CH:15][CH:14]=[C:13]([O:19][C:20]1[CH:25]=[CH:24][CH:23]=[CH:22][CH:21]=1)[CH:12]=2)=[O:7])[CH2:2][CH2:3][CH3:4], predict the reactants needed to synthesize it. The reactants are: [CH2:1]([O:5][C:6]([C:8]1[N:9]=[C:10](Br)[C:11]2[C:16]([C:17]=1[OH:18])=[CH:15][CH:14]=[C:13]([O:19][C:20]1[CH:25]=[CH:24][CH:23]=[CH:22][CH:21]=1)[CH:12]=2)=[O:7])[CH2:2][CH2:3][CH3:4].B1(C=C)OB([CH:33]=[CH2:34])OB(C=C)O1.C1C=CN=CC=1.C([O-])([O-])=O.[K+].[K+]. (5) Given the product [CH2:19]([O:1][C:2]1[CH:3]=[C:4]([CH:7]=[CH:8][C:9]=1[N+:10]([O-:12])=[O:11])[CH:5]=[O:6])[C:20]1[CH:25]=[CH:24][CH:23]=[CH:22][CH:21]=1, predict the reactants needed to synthesize it. The reactants are: [OH:1][C:2]1[CH:3]=[C:4]([CH:7]=[CH:8][C:9]=1[N+:10]([O-:12])=[O:11])[CH:5]=[O:6].C(=O)([O-])[O-].[K+].[K+].[CH2:19](Br)[C:20]1[CH:25]=[CH:24][CH:23]=[CH:22][CH:21]=1. (6) Given the product [C:15]([O:14][C:12]([N:8]1[C:9]2[C:5](=[CH:4][C:3]([CH:1]=[CH2:2])=[CH:11][CH:10]=2)[CH:6]=[CH:7]1)=[O:13])([CH3:18])([CH3:17])[CH3:16], predict the reactants needed to synthesize it. The reactants are: [CH:1]([C:3]1[CH:4]=[C:5]2[C:9](=[CH:10][CH:11]=1)[NH:8][CH:7]=[CH:6]2)=[CH2:2].[C:12](O[C:12]([O:14][C:15]([CH3:18])([CH3:17])[CH3:16])=[O:13])([O:14][C:15]([CH3:18])([CH3:17])[CH3:16])=[O:13]. (7) Given the product [N:13]1[CH:18]=[C:17](/[CH:19]=[N:10]/[NH:9][C:5]2[CH:6]=[CH:7][CH:8]=[C:3]([C:2]([F:11])([F:12])[F:1])[CH:4]=2)[CH:16]=[N:15][CH:14]=1, predict the reactants needed to synthesize it. The reactants are: [F:1][C:2]([F:12])([F:11])[C:3]1[CH:4]=[C:5]([NH:9][NH2:10])[CH:6]=[CH:7][CH:8]=1.[N:13]1[CH:18]=[C:17]([CH:19]=O)[CH:16]=[N:15][CH:14]=1.